From a dataset of Full USPTO retrosynthesis dataset with 1.9M reactions from patents (1976-2016). Predict the reactants needed to synthesize the given product. Given the product [Br:1][C:2]1[CH:7]=[CH:6][CH:5]=[C:4]([CH2:8][O:9][CH3:12])[CH:3]=1, predict the reactants needed to synthesize it. The reactants are: [Br:1][C:2]1[CH:3]=[C:4]([CH2:8][OH:9])[CH:5]=[CH:6][CH:7]=1.[H-].[Na+].[CH2:12]1COCC1.